From a dataset of Full USPTO retrosynthesis dataset with 1.9M reactions from patents (1976-2016). Predict the reactants needed to synthesize the given product. (1) Given the product [C:6]1([CH2:5][CH2:4][P:1]([OH:2])[OH:3])[CH:11]=[CH:10][CH:9]=[CH:8][CH:7]=1, predict the reactants needed to synthesize it. The reactants are: [PH2:1](=[O:3])[OH:2].[CH2:4]=[CH:5][C:6]1[CH:11]=[CH:10][CH:9]=[CH:8][CH:7]=1.C1(P(C2C=CC=CC=2)C2C3OC4C(=CC=CC=4P(C4C=CC=CC=4)C4C=CC=CC=4)C(C)(C)C=3C=CC=2)C=CC=CC=1.C1(P(C2C=CC=CC=2)(=O)O)C=CC=CC=1. (2) Given the product [OH:4][CH2:5][CH:6]1[CH2:8][CH:7]1[C:9]([NH:11][C:12]1[S:20][C:15]2[CH2:16][O:17][CH2:18][CH2:19][C:14]=2[C:13]=1[C:21]([NH2:23])=[O:22])=[O:10], predict the reactants needed to synthesize it. The reactants are: C([O:4][CH2:5][CH:6]1[CH2:8][CH:7]1[C:9]([NH:11][C:12]1[S:20][C:15]2[CH2:16][O:17][CH2:18][CH2:19][C:14]=2[C:13]=1[C:21]([NH2:23])=[O:22])=[O:10])C=C.C1(C)C=CC(S(O)(=O)=O)=CC=1.